This data is from Reaction yield outcomes from USPTO patents with 853,638 reactions. The task is: Predict the reaction yield, written as a fraction of the theoretical maximum amount of product (1.0 means a 100% yield; for example, 0.34 means a 34% yield). (1) The reactants are [OH:1][C@H:2]1[CH2:7][CH2:6][CH2:5][CH2:4][C@@H:3]1[NH:8][C:9](=[O:20])[C@@H:10]([OH:19])[C@@H:11]([N:16]=[N+]=[N-])[CH2:12][CH2:13][CH2:14][CH3:15]. The catalyst is [C].[Pd].CO. The product is [OH:1][C@H:2]1[CH2:7][CH2:6][CH2:5][CH2:4][C@@H:3]1[NH:8][C:9](=[O:20])[C@@H:10]([OH:19])[C@@H:11]([NH2:16])[CH2:12][CH2:13][CH2:14][CH3:15]. The yield is 0.910. (2) The reactants are C[O:2][C:3]([C:5]1[N:9]=[C:8]([Cl:10])[N:7]([CH2:11][O:12][CH2:13][CH2:14][Si:15]([CH3:18])([CH3:17])[CH3:16])[N:6]=1)=[O:4].[OH-].[K+:20]. The catalyst is CCO.CCOCC. The product is [K+:20].[Cl:10][C:8]1[N:7]([CH2:11][O:12][CH2:13][CH2:14][Si:15]([CH3:17])([CH3:18])[CH3:16])[N:6]=[C:5]([C:3]([O-:4])=[O:2])[N:9]=1. The yield is 0.910. (3) The reactants are [CH3:1][O:2][C:3](=[O:18])[CH:4]([N:9]([CH2:11][C:12]1[CH:17]=[CH:16][CH:15]=[CH:14][CH:13]=1)[CH3:10])[C:5](OC)=[O:6].[CH3:19][NH2:20].CO. The catalyst is CO. The product is [CH3:1][O:2][C:3](=[O:18])[CH:4]([N:9]([CH2:11][C:12]1[CH:17]=[CH:16][CH:15]=[CH:14][CH:13]=1)[CH3:10])[C:5]([NH:20][CH3:19])=[O:6]. The yield is 0.560. (4) The reactants are [CH3:1][N:2]([CH2:13][C:14]#[CH:15])[C@@H:3]([CH2:6][C:7]1[CH:12]=[CH:11][CH:10]=[CH:9][CH:8]=1)[CH2:4][OH:5].[Br:16][C:17]1[CH:22]=[CH:21][C:20]([S:23](Cl)(=[O:25])=[O:24])=[CH:19][CH:18]=1. No catalyst specified. The product is [CH3:1][N:2]([CH2:13][C:14]#[CH:15])[C@@H:3]([CH2:6][C:7]1[CH:8]=[CH:9][CH:10]=[CH:11][CH:12]=1)[CH2:4][O:5][S:23]([C:20]1[CH:21]=[CH:22][C:17]([Br:16])=[CH:18][CH:19]=1)(=[O:25])=[O:24]. The yield is 0.470. (5) The reactants are [CH3:1][O:2][C:3]1[CH:8]=[C:7]([CH3:9])[C:6]([S:10](Cl)(=[O:12])=[O:11])=[C:5]([CH3:14])[CH:4]=1.[CH:15]1([CH2:24][OH:25])[NH:20][CH2:19][CH2:18][N:17]2[CH:21]=[CH:22][CH:23]=[C:16]12. The catalyst is C(Cl)Cl. The product is [CH3:1][O:2][C:3]1[CH:8]=[C:7]([CH3:9])[C:6]([S:10]([N:20]2[CH2:19][CH2:18][N:17]3[CH:21]=[CH:22][CH:23]=[C:16]3[CH:15]2[CH2:24][OH:25])(=[O:12])=[O:11])=[C:5]([CH3:14])[CH:4]=1. The yield is 0.490.